From a dataset of Full USPTO retrosynthesis dataset with 1.9M reactions from patents (1976-2016). Predict the reactants needed to synthesize the given product. (1) Given the product [ClH:1].[ClH:1].[CH2:43]([N:25]([CH2:23][CH3:24])[CH2:26][CH2:27][NH:28][C:29]([C:31]1[C:40](=[O:41])[C:39]2[C:34](=[CH:35][CH:36]=[C:37]([I:42])[CH:38]=2)[NH:33][CH:32]=1)=[O:30])[CH3:44], predict the reactants needed to synthesize it. The reactants are: [ClH:1].C(N(CC)CCNC(C1C=CC2C(=CC=C(I)C=2)C=1)=O)C.[CH2:23]([N:25]([CH2:43][CH3:44])[CH2:26][CH2:27][NH:28][C:29]([C:31]1[C:40](=[O:41])[C:39]2[C:34](=[CH:35][CH:36]=[C:37]([I:42])[CH:38]=2)[NH:33][CH:32]=1)=[O:30])[CH3:24].[K+].[Br-]. (2) Given the product [F:6][C:7]1[CH:8]=[CH:9][CH:10]=[C:11]2[C:16]=1[N:15]=[C:14]([CH3:17])[CH:13]=[C:12]2[CH2:31][OH:30], predict the reactants needed to synthesize it. The reactants are: S(=O)(=O)(O)O.[F:6][C:7]1[CH:8]=[CH:9][CH:10]=[C:11]2[C:16]=1[N:15]=[C:14]([CH3:17])[CH:13]=[CH:12]2.[NH4+].[NH4+].[O-]S(OOS([O-])(=O)=O)(=O)=O.[OH2:30].[CH3:31]O. (3) Given the product [F:1][C:2]1[C:7]([C:8]([C:9]2[C:17]3[C:12](=[N:13][CH:14]=[CH:15][N:16]=3)[NH:11][CH:10]=2)=[O:18])=[CH:6][CH:5]=[CH:4][C:3]=1[NH:19][S:20]([CH2:23][CH2:24][CH3:25])(=[O:21])=[O:22], predict the reactants needed to synthesize it. The reactants are: [F:1][C:2]1[C:7]([CH:8]([OH:18])[C:9]2[C:17]3[C:12](=[N:13][CH:14]=[CH:15][N:16]=3)[NH:11][CH:10]=2)=[CH:6][CH:5]=[CH:4][C:3]=1[NH:19][S:20]([CH2:23][CH2:24][CH3:25])(=[O:22])=[O:21].CC(OI1(OC(C)=O)(OC(C)=O)OC(=O)C2C1=CC=CC=2)=O.C(=O)(O)[O-].[Na+].S([O-])([O-])(=O)=S.[Na+].[Na+]. (4) Given the product [NH2:11][C:10]1[C:2]([F:1])=[C:3]2[C:7](=[CH:8][CH:9]=1)[NH:6][C:5]([CH3:22])=[CH:4]2, predict the reactants needed to synthesize it. The reactants are: [F:1][C:2]1[C:10]([N:11]2C(=O)C3=CC=CC=C3C2=O)=[CH:9][CH:8]=[C:7]2[C:3]=1[CH:4]=[C:5]([CH3:22])[NH:6]2.O.NN.C(NN)(=O)C1C(=CC=CC=1)C(NN)=O. (5) Given the product [CH3:23][S:20]([C:16]1[CH:15]=[C:14]([N:9]2[CH:10]=[CH:11][C:12](=[O:13])[C:7]([C:5]3[N:31]([C:25]4[CH:30]=[CH:29][CH:28]=[CH:27][CH:26]=4)[N:2]=[CH:3][CH:4]=3)=[N:8]2)[CH:19]=[CH:18][CH:17]=1)(=[O:22])=[O:21], predict the reactants needed to synthesize it. The reactants are: C[N:2](C)/[CH:3]=[CH:4]/[C:5]([C:7]1[C:12](=[O:13])[CH:11]=[CH:10][N:9]([C:14]2[CH:19]=[CH:18][CH:17]=[C:16]([S:20]([CH3:23])(=[O:22])=[O:21])[CH:15]=2)[N:8]=1)=O.[C:25]1([NH:31]N)[CH:30]=[CH:29][CH:28]=[CH:27][CH:26]=1. (6) Given the product [O:31]=[C:20]1[N:19]2[CH2:25][C@@H:22]([CH2:23][CH2:24][C@H:18]2[C:16]([NH:15][O:14][C@@H:10]2[CH2:11][CH2:12][CH2:13][NH:8][CH2:9]2)=[O:17])[N:21]1[O:26][S:27]([OH:30])(=[O:29])=[O:28], predict the reactants needed to synthesize it. The reactants are: C(OC([N:8]1[CH2:13][CH2:12][CH2:11][C@@H:10]([O:14][NH:15][C:16]([C@@H:18]2[CH2:24][CH2:23][C@@H:22]3[CH2:25][N:19]2[C:20](=[O:31])[N:21]3[O:26][S:27]([O-:30])(=[O:29])=[O:28])=[O:17])[CH2:9]1)=O)(C)(C)C.C([N+](CCCC)(CCCC)CCCC)CCC.FC(F)(F)C(O)=O. (7) The reactants are: Cl.[NH2:2][CH2:3][CH:4]1[CH2:9][CH2:8][CH:7]([C:10]([O:12]C)=[O:11])[CH2:6][CH2:5]1.C(N(CC)CC)C.[CH3:21][C:22]1[CH:27]=[CH:26][C:25]([S:28](Cl)(=[O:30])=[O:29])=[CH:24][CH:23]=1.C(=O)([O-])[O-].[K+].[K+].F[C:39]1[CH:44]=[CH:43][C:42]([CH2:45]N)=[CH:41][CH:40]=1.[OH-].[Na+]. Given the product [CH2:45]([N:2]([CH2:3][CH:4]1[CH2:9][CH2:8][CH:7]([C:10]([OH:12])=[O:11])[CH2:6][CH2:5]1)[S:28]([C:25]1[CH:26]=[CH:27][C:22]([CH3:21])=[CH:23][CH:24]=1)(=[O:30])=[O:29])[C:42]1[CH:43]=[CH:44][CH:39]=[CH:40][CH:41]=1, predict the reactants needed to synthesize it. (8) Given the product [O:1]1[C:5]2[CH:6]=[CH:7][C:8]([C:10]3([C:13]([NH:15][C:16]4[CH:21]=[CH:20][C:19]([CH3:22])=[C:18]([B:27]5[O:28][C:29]([CH3:31])([CH3:30])[C:25]([CH3:41])([CH3:24])[O:26]5)[CH:17]=4)=[O:14])[CH2:12][CH2:11]3)=[CH:9][C:4]=2[O:3][CH2:2]1, predict the reactants needed to synthesize it. The reactants are: [O:1]1[C:5]2[CH:6]=[CH:7][C:8]([C:10]3([C:13]([NH:15][C:16]4[CH:21]=[CH:20][C:19]([CH3:22])=[C:18](Br)[CH:17]=4)=[O:14])[CH2:12][CH2:11]3)=[CH:9][C:4]=2[O:3][CH2:2]1.[CH3:24][C:25]1([CH3:41])[C:29]([CH3:31])([CH3:30])[O:28][B:27]([B:27]2[O:28][C:29]([CH3:31])([CH3:30])[C:25]([CH3:41])([CH3:24])[O:26]2)[O:26]1.CC([O-])=O.[K+].